Dataset: Retrosynthesis with 50K atom-mapped reactions and 10 reaction types from USPTO. Task: Predict the reactants needed to synthesize the given product. (1) Given the product CCOC(=O)CC(c1cc(OCc2cnc(-c3cc(OC)ccc3F)c(OC3CCCCO3)c2)ncn1)C1CC1, predict the reactants needed to synthesize it. The reactants are: CCOC(=O)CC(c1cc(Cl)ncn1)C1CC1.COc1ccc(F)c(-c2ncc(CO)cc2OC2CCCCO2)c1. (2) Given the product c1ccc2c(c1)oc1ccncc12, predict the reactants needed to synthesize it. The reactants are: Oc1ccccc1-c1cnccc1Cl. (3) Given the product Cc1cc(N2CCOC2=O)ncc1C(=O)N1CCN(c2ccc(C3CC3)cc2C2CC2)CC1, predict the reactants needed to synthesize it. The reactants are: Cc1cc(F)ncc1C(=O)N1CCN(c2ccc(C3CC3)cc2C2CC2)CC1.O=C1NCCO1. (4) Given the product O=C(c1cc2c(cc1F)OC(c1ccccc1F)(c1ccc(Cl)cc1Cl)O2)N1CCOCC1, predict the reactants needed to synthesize it. The reactants are: Fc1cc2c(cc1Br)OC(c1ccccc1F)(c1ccc(Cl)cc1Cl)O2.O=C(Cl)N1CCOCC1. (5) Given the product CC(C)(C)OC(=O)N1CCC(S(=O)(=O)c2ccc(C#N)cc2)CC1, predict the reactants needed to synthesize it. The reactants are: CC(C)(C)OC(=O)N1CCC(S(=O)(=O)c2ccc(Br)cc2)CC1.[C-]#N. (6) Given the product CCCCCCCCCCCCS(=O)(=O)C(F)(C(=O)O)c1ccccc1, predict the reactants needed to synthesize it. The reactants are: CCCCCCCCCCCCS(=O)(=O)C(F)(C(=O)OC)c1ccccc1. (7) Given the product C[Si](C)(C)CCOCn1cc(C(=O)N[C@@H](C(=O)N2CC(C#N)C2)C2CC2)c2nc(-c3cc4nccc(OCC(F)(F)F)c4s3)cnc21, predict the reactants needed to synthesize it. The reactants are: C[Si](C)(C)CCOCn1cc(C(=O)N[C@@H](C(=O)N2CC(C#N)C2)C2CC2)c2nc(-c3cc4nccc(Cl)c4s3)cnc21.OCC(F)(F)F. (8) Given the product CSC1C(=O)Nc2ccc(C(F)(F)F)cc21, predict the reactants needed to synthesize it. The reactants are: COC(=O)CSC.Nc1ccc(C(F)(F)F)cc1.